From a dataset of Forward reaction prediction with 1.9M reactions from USPTO patents (1976-2016). Predict the product of the given reaction. (1) Given the reactants [Cl:1]C1C=C(Cl)C=CC=1CNC([N:8]1[CH2:13][CH2:12][CH:11]([O:14][C:15]2[CH:20]=[CH:19][CH:18]=[CH:17][C:16]=2[C:21]#[N:22])[CH2:10][CH2:9]1)=O.Cl, predict the reaction product. The product is: [ClH:1].[C:21]([C:16]1[CH:17]=[CH:18][CH:19]=[CH:20][C:15]=1[O:14][CH:11]1[CH2:12][CH2:13][NH:8][CH2:9][CH2:10]1)#[N:22]. (2) Given the reactants [F:1][C:2]1([F:31])[CH2:7][CH2:6][CH:5]([NH:8][C:9]2[C:14]3[C:15]([Sn](C)(C)C)=[N:16][N:17](CC4C=CC(OC)=CC=4)[C:13]=3[CH:12]=[CH:11][N:10]=2)[CH2:4][CH2:3]1.FC1(F)CCC(N[C:40]2[C:45]3C(I)=NN(CC4C=CC(OC)=CC=4)[C:44]=3[CH:43]=[CH:42][N:41]=2)CC1.C[Sn](C)(C)[Sn](C)(C)C, predict the reaction product. The product is: [F:31][C:2]1([F:1])[CH2:3][CH2:4][CH:5]([NH:8][C:9]2[C:14]3[C:15]([C:40]4[CH:45]=[CH:44][CH:43]=[CH:42][N:41]=4)=[N:16][NH:17][C:13]=3[CH:12]=[CH:11][N:10]=2)[CH2:6][CH2:7]1. (3) Given the reactants [CH:1]([NH2:14])([C:8]1[CH:13]=[CH:12][CH:11]=[CH:10][CH:9]=1)[C:2]1[CH:7]=[CH:6][CH:5]=[CH:4][CH:3]=1.[CH:15](OCC)=[O:16], predict the reaction product. The product is: [CH:1]([NH:14][CH:15]=[O:16])([C:8]1[CH:9]=[CH:10][CH:11]=[CH:12][CH:13]=1)[C:2]1[CH:7]=[CH:6][CH:5]=[CH:4][CH:3]=1.